From a dataset of Catalyst prediction with 721,799 reactions and 888 catalyst types from USPTO. Predict which catalyst facilitates the given reaction. Reactant: [C:1]([C@@H:4]1[N:8](C(OC)=O)[C@H:7]([C:13]([O:15][CH3:16])=[O:14])[CH2:6][CH2:5]1)#[C:2][CH3:3].I[Si](C)(C)C. Product: [C:1]([C@@H:4]1[NH:8][C@H:7]([C:13]([O:15][CH3:16])=[O:14])[CH2:6][CH2:5]1)#[C:2][CH3:3]. The catalyst class is: 22.